This data is from Catalyst prediction with 721,799 reactions and 888 catalyst types from USPTO. The task is: Predict which catalyst facilitates the given reaction. (1) Reactant: Cl[CH2:2][C:3]1[N:4]=[C:5]2[S:13][C:12](C)=[C:11]([C:15]([NH:17][CH3:18])=[O:16])[N:6]2[C:7](=[O:10])[C:8]=1[F:9].[C:19]([C:21]1[C:22]([F:30])=[C:23](B(O)O)[CH:24]=[CH:25][CH:26]=1)#[N:20].[C:31](=O)([O-])[O-].[Na+].[Na+].O. Product: [C:19]([C:21]1[C:22]([F:30])=[C:23]([CH2:2][C:3]2[N:4]=[C:5]3[S:13][CH:12]=[C:11]([C:15]([N:17]([CH3:18])[CH3:31])=[O:16])[N:6]3[C:7](=[O:10])[C:8]=2[F:9])[CH:24]=[CH:25][CH:26]=1)#[N:20]. The catalyst class is: 75. (2) Reactant: [CH:1]1[C:10]2[C:5](=[CH:6][CH:7]=[CH:8][CH:9]=2)[CH:4]=[CH:3][C:2]=1[O:11][CH2:12][C@@H:13]1[CH2:17][CH2:16][NH:15][CH2:14]1.[C:18](=O)([O:29]C1C=CC([N+]([O-])=O)=CC=1)[O:19][CH2:20][C:21]1[O:25][N:24]=[C:23]([C:26](=[O:28])[NH2:27])[CH:22]=1.CN1CCOCC1.O. Product: [CH:1]1[C:10]2[C:5](=[CH:6][CH:7]=[CH:8][CH:9]=2)[CH:4]=[CH:3][C:2]=1[O:11][CH2:12][C@@H:13]1[CH2:17][CH2:16][N:15]([C:18]([O:19][CH2:20][C:21]2[O:25][N:24]=[C:23]([C:26](=[O:28])[NH2:27])[CH:22]=2)=[O:29])[CH2:14]1. The catalyst class is: 4. (3) Reactant: [F:1][C:2]1[CH:13]=[CH:12][C:5]2[S:6][C:7](B(O)O)=[CH:8][C:4]=2[CH:3]=1.Cl[C:15]1[C:24]([N:25]([CH:27]([CH3:29])[CH3:28])[CH3:26])=[N:23][C:22]2[C:17](=[CH:18][CH:19]=[C:20]([C:30]([O:32][CH3:33])=[O:31])[CH:21]=2)[N:16]=1.[O-]P([O-])([O-])=O.[K+].[K+].[K+]. Product: [F:1][C:2]1[CH:13]=[CH:12][C:5]2[S:6][C:7]([C:15]3[C:24]([N:25]([CH:27]([CH3:29])[CH3:28])[CH3:26])=[N:23][C:22]4[C:17](=[CH:18][CH:19]=[C:20]([C:30]([O:32][CH3:33])=[O:31])[CH:21]=4)[N:16]=3)=[CH:8][C:4]=2[CH:3]=1. The catalyst class is: 70. (4) Reactant: F[C:2]1[C:3]([CH:8]2[CH2:13][CH2:12][N:11]([C:14]([O:16][C:17]([CH3:20])([CH3:19])[CH3:18])=[O:15])[CH2:10][CH2:9]2)=[N:4][CH:5]=[CH:6][N:7]=1.[CH3:21][C:22]1[CH:23]=[CH:24][C:25]([NH:28][C:29]2[CH:34]=[CH:33][C:32]([OH:35])=[CH:31][CH:30]=2)=[N:26][CH:27]=1.CC(C)([O-])C.[Na+].O. Product: [C:17]([O:16][C:14]([N:11]1[CH2:12][CH2:13][CH:8]([C:3]2[C:2]([O:35][C:32]3[CH:31]=[CH:30][C:29]([NH:28][C:25]4[CH:24]=[CH:23][C:22]([CH3:21])=[CH:27][N:26]=4)=[CH:34][CH:33]=3)=[N:7][CH:6]=[CH:5][N:4]=2)[CH2:9][CH2:10]1)=[O:15])([CH3:20])([CH3:19])[CH3:18]. The catalyst class is: 16. (5) Reactant: [CH3:1][O:2][C:3](=[O:41])[C@@H:4]([NH:16][C:17](=[O:40])[C:18]1[CH:23]=[CH:22][C:21]([C:24]#[C:25][C:26]#[C:27][CH:28]2[CH2:33][CH2:32][O:31]C(C3C=CC=CC=3)[O:29]2)=[CH:20][CH:19]=1)[C:5]([NH:8]C(OC(C)(C)C)=O)([CH3:7])[CH3:6].Cl. Product: [NH2:8][C:5]([CH3:7])([CH3:6])[C@H:4]([NH:16][C:17](=[O:40])[C:18]1[CH:23]=[CH:22][C:21]([C:24]#[C:25][C:26]#[C:27][CH:28]([OH:29])[CH2:33][CH2:32][OH:31])=[CH:20][CH:19]=1)[C:3]([O:2][CH3:1])=[O:41]. The catalyst class is: 5.